From a dataset of Full USPTO retrosynthesis dataset with 1.9M reactions from patents (1976-2016). Predict the reactants needed to synthesize the given product. (1) Given the product [CH2:6]([O:5][C:3](=[O:4])[CH2:2][O:8][N:9]1[C:13](=[O:14])[C:12]2[C:11](=[CH:18][CH:17]=[CH:16][CH:15]=2)[C:10]1=[O:19])[CH3:7], predict the reactants needed to synthesize it. The reactants are: Br[CH2:2][C:3]([O:5][CH2:6][CH3:7])=[O:4].[OH:8][N:9]1[C:13](=[O:14])[C:12]2=[CH:15][CH:16]=[CH:17][CH:18]=[C:11]2[C:10]1=[O:19].CCN(C(C)C)C(C)C.[Cl-].[NH4+]. (2) Given the product [Br:1][C:2]1[CH:3]=[CH:4][C:5]([O:11][CH:12]([F:13])[F:14])=[C:6]([CH:10]=1)[C:7]([NH2:9])=[O:8].[F:13][CH:12]([F:14])[O:11][C:5]1[CH:4]=[CH:3][C:2]([B:15]2[O:19][C:18]([CH3:21])([CH3:20])[C:17]([CH3:23])([CH3:22])[O:16]2)=[CH:10][C:6]=1[C:7]([NH2:9])=[O:8], predict the reactants needed to synthesize it. The reactants are: [Br:1][C:2]1[CH:3]=[CH:4][C:5]([O:11][CH:12]([F:14])[F:13])=[C:6]([CH:10]=1)[C:7]([NH2:9])=[O:8].[B:15]1([B:15]2[O:19][C:18]([CH3:21])([CH3:20])[C:17]([CH3:23])([CH3:22])[O:16]2)[O:19][C:18]([CH3:21])([CH3:20])[C:17]([CH3:23])([CH3:22])[O:16]1.C([O-])(=O)C.[K+]. (3) The reactants are: C1(P(C2C=CC=CC=2)C2C3OC4C(=CC=CC=4P(C4C=CC=CC=4)C4C=CC=CC=4)C(C)(C)C=3C=CC=2)C=CC=CC=1.[NH2:43][C:44]1[CH:52]=[C:51]2[C:47]([C:48]([CH3:62])([CH3:61])[C:49](=[O:60])[N:50]2[C:53]([O:55][C:56]([CH3:59])([CH3:58])[CH3:57])=[O:54])=[CH:46][CH:45]=1.Br[C:64]1[N:80]=[C:67]2[CH:68]=[CH:69][CH:70]=[C:71]([C:72]([CH:74]3[CH2:79][CH2:78][O:77][CH2:76][CH2:75]3)=[O:73])[N:66]2[N:65]=1.C(=O)([O-])[O-].[K+].[K+]. Given the product [CH3:61][C:48]1([CH3:62])[C:47]2[C:51](=[CH:52][C:44]([NH:43][C:64]3[N:80]=[C:67]4[CH:68]=[CH:69][CH:70]=[C:71]([C:72]([CH:74]5[CH2:79][CH2:78][O:77][CH2:76][CH2:75]5)=[O:73])[N:66]4[N:65]=3)=[CH:45][CH:46]=2)[N:50]([C:53]([O:55][C:56]([CH3:57])([CH3:59])[CH3:58])=[O:54])[C:49]1=[O:60], predict the reactants needed to synthesize it. (4) The reactants are: [NH2:1][C:2]1[CH:7]=[C:6]([OH:8])[CH:5]=[CH:4][C:3]=1[S:9][C:10]1[CH:15]=[CH:14][C:13]([NH:16][C:17](=[O:19])[CH3:18])=[CH:12][CH:11]=1.Br[CH2:21][C:22]#[N:23].C(=O)([O-])[O-].[K+].[K+]. Given the product [NH2:1][C:2]1[CH:7]=[C:6]([O:8][CH2:21][C:22]#[N:23])[CH:5]=[CH:4][C:3]=1[S:9][C:10]1[CH:15]=[CH:14][C:13]([NH:16][C:17](=[O:19])[CH3:18])=[CH:12][CH:11]=1, predict the reactants needed to synthesize it. (5) Given the product [CH2:1]([C:3]1[CH:4]=[C:5]([C:12]2([C:14]3[C:23]4[C:18](=[CH:19][CH:20]=[CH:21][CH:22]=4)[CH:17]=[CH:16][CH:15]=3)[O:27][CH2:26][CH2:25][CH2:24][O:13]2)[CH:6]=[CH:7][C:8]=1[N+:9]([O-:11])=[O:10])[CH3:2], predict the reactants needed to synthesize it. The reactants are: [CH2:1]([C:3]1[CH:4]=[C:5]([C:12]([C:14]2[C:23]3[C:18](=[CH:19][CH:20]=[CH:21][CH:22]=3)[CH:17]=[CH:16][CH:15]=2)=[O:13])[CH:6]=[CH:7][C:8]=1[N+:9]([O-:11])=[O:10])[CH3:2].[CH2:24](O)[CH2:25][CH2:26][OH:27].